From a dataset of Full USPTO retrosynthesis dataset with 1.9M reactions from patents (1976-2016). Predict the reactants needed to synthesize the given product. Given the product [F:1][C:2]1[CH:7]=[CH:6][C:5]([CH:8]([C:10]2[CH:11]=[CH:12][C:13]([S:16][CH3:17])=[CH:14][CH:15]=2)[CH3:9])=[CH:4][N:3]=1, predict the reactants needed to synthesize it. The reactants are: [F:1][C:2]1[CH:7]=[CH:6][C:5]([C:8]([C:10]2[CH:15]=[CH:14][C:13]([S:16][CH3:17])=[CH:12][CH:11]=2)=[CH2:9])=[CH:4][N:3]=1.[BH4-].[Na+].